From a dataset of Forward reaction prediction with 1.9M reactions from USPTO patents (1976-2016). Predict the product of the given reaction. Given the reactants [C:1](#N)[C:2]1[C:3](=[CH:5][CH:6]=[CH:7][CH:8]=1)[NH2:4].[CH:10]([Mg]Br)([CH3:12])[CH3:11].C1C[O:18]CC1, predict the reaction product. The product is: [NH2:4][C:3]1[CH:5]=[CH:6][CH:7]=[CH:8][C:2]=1[C:1](=[O:18])[CH:10]([CH3:12])[CH3:11].